Predict the reactants needed to synthesize the given product. From a dataset of Full USPTO retrosynthesis dataset with 1.9M reactions from patents (1976-2016). (1) The reactants are: [CH:1]1([N:6]2[CH:10]=[C:9]([C:11]3[N:20]=[C:19]([NH:21][CH2:22][C@H:23]4[CH2:28][CH2:27][CH2:26][N:25](C(OC(C)(C)C)=O)[CH2:24]4)[C:14]4=[N:15][CH:16]=[CH:17][N:18]=[C:13]4[CH:12]=3)[CH:8]=[N:7]2)[CH2:5][CH2:4][CH2:3][CH2:2]1.FC(F)(F)C(O)=O. Given the product [CH:1]1([N:6]2[CH:10]=[C:9]([C:11]3[N:20]=[C:19]([NH:21][CH2:22][C@H:23]4[CH2:28][CH2:27][CH2:26][NH:25][CH2:24]4)[C:14]4=[N:15][CH:16]=[CH:17][N:18]=[C:13]4[CH:12]=3)[CH:8]=[N:7]2)[CH2:5][CH2:4][CH2:3][CH2:2]1, predict the reactants needed to synthesize it. (2) Given the product [CH:1]([NH:3][C:4]1[NH:5][CH:6]=[C:7]([C:12]2[CH:17]=[CH:16][C:15]([NH2:18])=[CH:14][CH:13]=2)[C:8]=1[C:9]([NH2:11])=[O:10])=[O:2], predict the reactants needed to synthesize it. The reactants are: [CH:1]([NH:3][C:4]1[NH:5][CH:6]=[C:7]([C:12]2[CH:17]=[CH:16][C:15]([N+:18]([O-])=O)=[CH:14][CH:13]=2)[C:8]=1[C:9]([NH2:11])=[O:10])=[O:2].[H][H].